Dataset: Catalyst prediction with 721,799 reactions and 888 catalyst types from USPTO. Task: Predict which catalyst facilitates the given reaction. (1) Reactant: C([O:4][CH2:5][C:6]1[CH:11]=[CH:10][C:9]([C:12]([NH:14][C:15]2[N:16]=[C:17]([N:20]3[C:28]4[C:23](=[CH:24][CH:25]=[C:26]([Cl:29])[CH:27]=4)[C:22]([CH2:30][CH:31]([CH3:33])[CH3:32])=[CH:21]3)[S:18][CH:19]=2)=[O:13])=[CH:8][CH:7]=1)(=O)C.[OH-].[Na+]. Product: [Cl:29][C:26]1[CH:27]=[C:28]2[C:23]([C:22]([CH2:30][CH:31]([CH3:33])[CH3:32])=[CH:21][N:20]2[C:17]2[S:18][CH:19]=[C:15]([NH:14][C:12](=[O:13])[C:9]3[CH:10]=[CH:11][C:6]([CH2:5][OH:4])=[CH:7][CH:8]=3)[N:16]=2)=[CH:24][CH:25]=1. The catalyst class is: 8. (2) Reactant: [CH3:1][N:2]1[C:6]2[CH:7]=[CH:8][C:9]([C:11](O)=[O:12])=[CH:10][C:5]=2[N:4]=[C:3]1[CH2:14][S:15][C:16]1[CH:21]=[CH:20][C:19]([C:22]#[N:23])=[CH:18][CH:17]=1.[CH3:24][CH:25]([CH3:35])[CH2:26][N-:27][CH2:28][CH2:29][C:30]([O:32][CH2:33][CH3:34])=[O:31].[ClH:36].C(=O)([O-])[O-].[NH4+:41].[NH4+].C(OCC)(=O)C.C(O)C.N. Product: [ClH:36].[CH3:24][CH:25]([CH3:35])[CH2:26][N:27]([CH2:28][CH2:29][C:30]([O:32][CH2:33][CH3:34])=[O:31])[C:11]([C:9]1[CH:8]=[CH:7][C:6]2[N:2]([CH3:1])[C:3]([CH2:14][S:15][C:16]3[CH:21]=[CH:20][C:19]([C:22](=[NH:23])[NH2:41])=[CH:18][CH:17]=3)=[N:4][C:5]=2[CH:10]=1)=[O:12]. The catalyst class is: 8. (3) Reactant: [CH2:1]([O:8][C:9]1[CH:18]=[C:17]([O:19][CH2:20][C:21]2[CH:26]=[CH:25][CH:24]=[CH:23][CH:22]=2)[C:16]([C:27]([CH3:29])=[CH2:28])=[CH:15][C:10]=1[C:11]([O:13]C)=[O:12])[C:2]1[CH:7]=[CH:6][CH:5]=[CH:4][CH:3]=1.[OH-].[K+]. Product: [CH2:1]([O:8][C:9]1[CH:18]=[C:17]([O:19][CH2:20][C:21]2[CH:26]=[CH:25][CH:24]=[CH:23][CH:22]=2)[C:16]([C:27]([CH3:29])=[CH2:28])=[CH:15][C:10]=1[C:11]([OH:13])=[O:12])[C:2]1[CH:3]=[CH:4][CH:5]=[CH:6][CH:7]=1. The catalyst class is: 24. (4) Reactant: [CH3:1][C:2]1[CH:11]=[C:10]2[C:5]([CH:6]=[CH:7][CH:8]=[N:9]2)=[CH:4][C:3]=1[OH:12].C(=O)([O-])[O-].[K+].[K+].C1C=CC(N([S:26]([C:29]([F:32])([F:31])[F:30])(=[O:28])=[O:27])[S:26]([C:29]([F:32])([F:31])[F:30])(=[O:28])=[O:27])=CC=1. Product: [CH3:1][C:2]1[CH:11]=[C:10]2[C:5]([CH:6]=[CH:7][CH:8]=[N:9]2)=[CH:4][C:3]=1[O:12][S:26]([C:29]([F:32])([F:31])[F:30])(=[O:28])=[O:27]. The catalyst class is: 1. (5) Reactant: [CH2:1]([N:5]1[C:10]2[N:11]=[C:12](SC)[N:13]=[CH:14][C:9]=2[CH:8]=[CH:7][C:6]1=[O:17])[CH2:2][CH2:3][CH3:4].O.C(Cl)(Cl)[Cl:20]. Product: [CH2:1]([N:5]1[C:10]2[N:11]=[C:12]([Cl:20])[N:13]=[CH:14][C:9]=2[CH:8]=[CH:7][C:6]1=[O:17])[CH2:2][CH2:3][CH3:4]. The catalyst class is: 8.